The task is: Predict the reaction yield, written as a fraction of the theoretical maximum amount of product (1.0 means a 100% yield; for example, 0.34 means a 34% yield).. This data is from Reaction yield outcomes from USPTO patents with 853,638 reactions. (1) The reactants are [CH3:1][N:2]([CH3:17])[CH2:3][CH2:4][C:5]1[CH:6]=[C:7]2[CH:16]=[CH:15][NH:14][N:8]2[C:9](=[O:13])[C:10]=1[C:11]#[N:12].N. The catalyst is CO.[Ni]. The product is [NH2:12][CH2:11][C:10]1[C:9](=[O:13])[N:8]2[NH:14][CH2:15][CH2:16][C:7]2=[CH:6][C:5]=1[CH2:4][CH2:3][N:2]([CH3:1])[CH3:17]. The yield is 0.639. (2) The reactants are [NH2:1][C:2]1[CH:10]=[CH:9][C:5]([C:6]([OH:8])=[O:7])=[CH:4][CH:3]=1.[Cl:11][C:12]1[CH:20]=[CH:19][CH:18]=[CH:17][C:13]=1[C:14](Cl)=[O:15].C(N(CC)CC)C. The catalyst is C(#N)C. The product is [Cl:11][C:12]1[CH:20]=[CH:19][CH:18]=[CH:17][C:13]=1[C:14]([NH:1][C:2]1[CH:10]=[CH:9][C:5]([C:6]([OH:8])=[O:7])=[CH:4][CH:3]=1)=[O:15]. The yield is 0.542. (3) The reactants are [Br:1][C:2]1[C:7](=[O:8])[N:6]([C:9]2[CH:10]=[C:11]([CH:15]=[CH:16][C:17]=2[CH3:18])[C:12]([OH:14])=O)[CH:5]=[N:4][C:3]=1[O:19][CH2:20][C:21]1[CH:26]=[CH:25][C:24]([F:27])=[CH:23][C:22]=1[F:28].ClC(OCC(C)C)=O.CN1CCOCC1.Cl.[CH3:45][NH:46][C:47](=[O:50])[CH2:48][NH2:49]. The catalyst is CC(N(C)C)=O.CN(C1C=CN=CC=1)C.C(#N)C.O. The product is [Br:1][C:2]1[C:7](=[O:8])[N:6]([C:9]2[CH:10]=[C:11]([CH:15]=[CH:16][C:17]=2[CH3:18])[C:12]([NH:49][CH2:48][C:47]([NH:46][CH3:45])=[O:50])=[O:14])[CH:5]=[N:4][C:3]=1[O:19][CH2:20][C:21]1[CH:26]=[CH:25][C:24]([F:27])=[CH:23][C:22]=1[F:28]. The yield is 0.370. (4) The reactants are [F:1][C:2]1[CH:3]=[C:4]([CH:8]=[CH:9][C:10]=1[N+:11]([O-:13])=[O:12])[C:5](Cl)=[O:6].[CH2:14]([N:16](CC)[CH2:17]C)C.CNC.O. The catalyst is C(Cl)Cl. The product is [F:1][C:2]1[CH:3]=[C:4]([CH:8]=[CH:9][C:10]=1[N+:11]([O-:13])=[O:12])[C:5]([N:16]([CH3:17])[CH3:14])=[O:6]. The yield is 0.500. (5) The reactants are [O:1]1[CH2:6][CH2:5][CH:4]([C:7]([OH:9])=[O:8])[CH2:3][CH2:2]1.O.[CH3:11]C1C=CC(S(O)(=O)=O)=CC=1. The catalyst is CO. The product is [O:1]1[CH2:6][CH2:5][CH:4]([C:7]([O:9][CH3:11])=[O:8])[CH2:3][CH2:2]1. The yield is 0.750. (6) The reactants are [Br:1]Br.[NH2:3][C:4]1[C:9]([CH:10]=[O:11])=[CH:8][CH:7]=[CH:6][N:5]=1. The catalyst is CC(O)=O. The product is [BrH:1].[NH2:3][C:4]1[C:9]([CH:10]=[O:11])=[CH:8][C:7]([Br:1])=[CH:6][N:5]=1. The yield is 0.770. (7) The reactants are [Br:1][C:2]1[CH:7]=[CH:6][C:5]([C@@H:8]([N:10]2[CH2:15][CH2:14][C@:13]([CH2:22][C:23](=[O:25])[CH3:24])([C:16]3[CH:21]=[CH:20][CH:19]=[CH:18][CH:17]=3)[O:12][C:11]2=[O:26])[CH3:9])=[CH:4][CH:3]=1.[CH3:27][Mg]Br. The catalyst is C1COCC1. The product is [Br:1][C:2]1[CH:7]=[CH:6][C:5]([C@@H:8]([N:10]2[CH2:15][CH2:14][C@:13]([CH2:22][C:23]([OH:25])([CH3:27])[CH3:24])([C:16]3[CH:17]=[CH:18][CH:19]=[CH:20][CH:21]=3)[O:12][C:11]2=[O:26])[CH3:9])=[CH:4][CH:3]=1. The yield is 0.650. (8) The reactants are [N:1]([CH2:4][CH:5]1[NH:10][C:9]2[C:11](Br)=[CH:12][C:13]([Cl:15])=[CH:14][C:8]=2[O:7][CH2:6]1)=[N+:2]=[N-:3].[CH3:17][O:18][C:19]1[CH:24]=[CH:23][CH:22]=[CH:21][C:20]=1B(O)O. No catalyst specified. The product is [N:1]([CH2:4][CH:5]1[NH:10][C:9]2[C:11]([C:20]3[CH:21]=[CH:22][CH:23]=[CH:24][C:19]=3[O:18][CH3:17])=[CH:12][C:13]([Cl:15])=[CH:14][C:8]=2[O:7][CH2:6]1)=[N+:2]=[N-:3]. The yield is 0.300. (9) The reactants are [CH:1]1([CH2:6][N:7]([CH2:38][CH3:39])[C:8]2[N:13]=[C:12]3[N:14]([CH3:18])[N:15]=[C:16]([CH3:17])[C:11]3=[CH:10][C:9]=2[CH2:19][N:20]([CH2:23][C:24]2[CH:29]=[C:28]([C:30]([F:33])([F:32])[F:31])[CH:27]=[C:26]([C:34]([F:37])([F:36])[F:35])[CH:25]=2)[C:21]#[N:22])[CH2:5][CH2:4][CH2:3][CH2:2]1.[OH:40]O.[OH-].[K+].O. The catalyst is C(O)C. The product is [F:33][C:30]([F:31])([F:32])[C:28]1[CH:29]=[C:24]([CH:25]=[C:26]([C:34]([F:35])([F:36])[F:37])[CH:27]=1)[CH2:23][N:20]([CH2:19][C:9]1[CH:10]=[C:11]2[C:16]([CH3:17])=[N:15][N:14]([CH3:18])[C:12]2=[N:13][C:8]=1[N:7]([CH2:6][CH:1]1[CH2:2][CH2:3][CH2:4][CH2:5]1)[CH2:38][CH3:39])[C:21]([NH2:22])=[O:40]. The yield is 0.600. (10) The reactants are [CH3:1][O:2][C:3]([C@@H:5]([N:13]1[CH2:21][C:17]2[CH:18]=[CH:19][S:20][C:16]=2[CH2:15][CH2:14]1)[C:6]1[CH:7]=[CH:8][CH:9]=[CH:10][C:11]=1[Cl:12])=[O:4].[S:22](=[O:26])(=[O:25])([OH:24])[OH:23]. The catalyst is CC(C)=O. The product is [CH3:1][O:2][C:3]([C@@H:5]([N:13]1[CH2:21][C:17]2[CH:18]=[CH:19][S:20][C:16]=2[CH2:15][CH2:14]1)[C:6]1[C:11]([Cl:12])=[CH:10][CH:9]=[CH:8][CH:7]=1)=[O:4].[OH:25][S:22]([OH:26])(=[O:24])=[O:23]. The yield is 0.880.